From a dataset of Forward reaction prediction with 1.9M reactions from USPTO patents (1976-2016). Predict the product of the given reaction. (1) Given the reactants [CH:1]1([NH2:6])[CH2:5][CH2:4][CH2:3][CH2:2]1.C(=O)([O-])[O-].[K+].[K+].Br[CH2:14][C:15]1[CH:20]=[CH:19][C:18]([N+:21]([O-:23])=[O:22])=[CH:17][CH:16]=1, predict the reaction product. The product is: [N+:21]([C:18]1[CH:19]=[CH:20][C:15]([CH2:14][N:6]([CH2:14][C:15]2[CH:20]=[CH:19][C:18]([N+:21]([O-:23])=[O:22])=[CH:17][CH:16]=2)[CH:1]2[CH2:5][CH2:4][CH2:3][CH2:2]2)=[CH:16][CH:17]=1)([O-:23])=[O:22]. (2) Given the reactants [OH:1][C:2]1[CH:11]=[CH:10][C:9]2[C:4](=[CH:5][C:6]([OH:12])=[CH:7][CH:8]=2)[CH:3]=1.[C:13](O[C:13](=[O:17])[C:14]([CH3:16])=[CH2:15])(=[O:17])[C:14]([CH3:16])=[CH2:15].[C:24](O)(=[O:28])[C:25]([CH3:27])=[CH2:26].C(=O)(O)[O-].[Na+], predict the reaction product. The product is: [C:13]([O:1][C:2]1[CH:11]=[CH:10][C:9]2[C:4](=[CH:5][C:6]([O:12][C:24](=[O:28])[C:25]([CH3:27])=[CH2:26])=[CH:7][CH:8]=2)[CH:3]=1)(=[O:17])[C:14]([CH3:16])=[CH2:15]. (3) Given the reactants [Cl:1][C:2]1[CH:7]=[C:6]([F:8])[CH:5]=[CH:4][C:3]=1[C@H:9]1[C:14]([C:15]([O:17][C@H:18]([CH3:24])[C:19]([O:21][CH2:22][CH3:23])=[O:20])=[O:16])=[C:13]([CH2:25]Br)[NH:12][C:11]([C:27]2[S:28][CH:29]=[CH:30][N:31]=2)=[N:10]1.[NH:32]1[CH2:37][CH2:36][O:35][CH2:34][CH2:33]1, predict the reaction product. The product is: [Cl:1][C:2]1[CH:7]=[C:6]([F:8])[CH:5]=[CH:4][C:3]=1[C@H:9]1[C:14]([C:15]([O:17][C@H:18]([CH3:24])[C:19]([O:21][CH2:22][CH3:23])=[O:20])=[O:16])=[C:13]([CH2:25][N:32]2[CH2:37][CH2:36][O:35][CH2:34][CH2:33]2)[NH:12][C:11]([C:27]2[S:28][CH:29]=[CH:30][N:31]=2)=[N:10]1. (4) Given the reactants C(O[C:9]([N:11]1[CH2:15][CH2:14][CH2:13][CH:12]1[C:16]1[NH:17][C:18]([C:21]2[CH:30]=[CH:29][C:28]3[C:23](=[CH:24][CH:25]=[C:26]([C:31]4[CH:36]=[CH:35][C:34]([C:37]5[NH:38][C:39]([CH:42]6[CH2:46][C:45]([F:48])([F:47])[CH2:44][N:43]6[C:49](=[O:62])[CH:50]([NH:57][C:58]([O:60][CH3:61])=[O:59])[CH:51]6[CH2:56][CH2:55][O:54][CH2:53][CH2:52]6)=[N:40][CH:41]=5)=[CH:33][CH:32]=4)[CH:27]=3)[CH:22]=2)=[CH:19][N:20]=1)=[O:10])C1C=CC=CC=1.C(=O)([O-])[O-].[K+].[K+].[CH3:69][O:70][C:71]([NH:73][CH:74]([C:78]1[CH:83]=[CH:82][CH:81]=[CH:80][CH:79]=1)C(O)=O)=[O:72].P([O-])([O-])([O-])=O.[K+].[K+].[K+].CCOC(C(C#N)=NOC(N1CCOCC1)=[N+](C)C)=O.F[P-](F)(F)(F)(F)F, predict the reaction product. The product is: [CH3:61][O:60][C:58](=[O:59])[NH:57][CH:50]([CH:51]1[CH2:56][CH2:55][O:54][CH2:53][CH2:52]1)[C:49]([N:43]1[CH2:44][C:45]([F:47])([F:48])[CH2:46][CH:42]1[C:39]1[NH:38][C:37]([C:34]2[CH:35]=[CH:36][C:31]([C:26]3[CH:25]=[CH:24][C:23]4[C:28](=[CH:29][CH:30]=[C:21]([C:18]5[NH:17][C:16]([CH:12]6[CH2:13][CH2:14][CH2:15][N:11]6[C:9](=[O:10])[CH:74]([NH:73][C:71]([O:70][CH3:69])=[O:72])[C:78]6[CH:83]=[CH:82][CH:81]=[CH:80][CH:79]=6)=[N:20][CH:19]=5)[CH:22]=4)[CH:27]=3)=[CH:32][CH:33]=2)=[CH:41][N:40]=1)=[O:62]. (5) Given the reactants [NH2:1][C:2]1[N:7]=[C:6]([C:8]2[S:12][C:11]3[CH:13]=[CH:14][C:15]([CH2:17][C:18]4[CH:19]=[C:20]([OH:24])[CH:21]=[CH:22][CH:23]=4)=[CH:16][C:10]=3[C:9]=2[CH3:25])[CH:5]=[CH:4][N:3]=1.C([O-])([O-])=O.[K+].[K+].[C:32](OC(=O)C)(=[O:34])[CH3:33], predict the reaction product. The product is: [C:32]([O:24][C:20]1[CH:21]=[CH:22][CH:23]=[C:18]([CH2:17][C:15]2[CH:14]=[CH:13][C:11]3[S:12][C:8]([C:6]4[CH:5]=[CH:4][N:3]=[C:2]([NH2:1])[N:7]=4)=[C:9]([CH3:25])[C:10]=3[CH:16]=2)[CH:19]=1)(=[O:34])[CH3:33].